Dataset: hERG potassium channel inhibition data for cardiac toxicity prediction from Karim et al.. Task: Regression/Classification. Given a drug SMILES string, predict its toxicity properties. Task type varies by dataset: regression for continuous values (e.g., LD50, hERG inhibition percentage) or binary classification for toxic/non-toxic outcomes (e.g., AMES mutagenicity, cardiotoxicity, hepatotoxicity). Dataset: herg_karim. The molecule is CC[C@@H](NC(=O)c1cc(C(=O)N2CCC[C@@H]2C)n2c1COCC2)c1ccccc1. The result is 0 (non-blocker).